From a dataset of Catalyst prediction with 721,799 reactions and 888 catalyst types from USPTO. Predict which catalyst facilitates the given reaction. Reactant: [NH:1]1[CH:5]=[C:4]([CH2:6][CH2:7][CH2:8][C:9]([OH:11])=O)[N:3]=[N:2]1.[CH3:12][NH:13][CH:14]1[CH2:19][CH2:18][N:17]([C:20]([O:22][CH2:23][C:24]2[CH:29]=[C:28]([Cl:30])[CH:27]=[C:26]([Cl:31])[CH:25]=2)=[O:21])[CH2:16][CH2:15]1.CCN(C(C)C)C(C)C.C(P1(=O)OP(CCC)(=O)OP(CCC)(=O)O1)CC. Product: [CH3:12][N:13]([CH:14]1[CH2:19][CH2:18][N:17]([C:20]([O:22][CH2:23][C:24]2[CH:25]=[C:26]([Cl:31])[CH:27]=[C:28]([Cl:30])[CH:29]=2)=[O:21])[CH2:16][CH2:15]1)[C:9](=[O:11])[CH2:8][CH2:7][CH2:6][C:4]1[N:3]=[N:2][NH:1][CH:5]=1. The catalyst class is: 3.